This data is from Reaction yield outcomes from USPTO patents with 853,638 reactions. The task is: Predict the reaction yield, written as a fraction of the theoretical maximum amount of product (1.0 means a 100% yield; for example, 0.34 means a 34% yield). (1) The reactants are [I:1]I.[N+:3]([C:6]1[CH:12]=[CH:11][C:9]([NH2:10])=[CH:8][CH:7]=1)([O-:5])=[O:4]. The catalyst is C(O)C.S([O-])([O-])(=O)=O.[Ag+2]. The product is [I:1][C:11]1[CH:12]=[C:6]([N+:3]([O-:5])=[O:4])[CH:7]=[CH:8][C:9]=1[NH2:10]. The yield is 0.950. (2) The catalyst is C(O)C. The reactants are [NH:1]1[C:5]([C:6]2[CH:7]=[C:8]([C:12]3[C:13]([OH:18])=[CH:14][CH:15]=[CH:16][CH:17]=3)[CH:9]=[CH:10][CH:11]=2)=[N:4][N:3]=[N:2]1.[N+:19]([O-])([OH:21])=[O:20].O. The yield is 0.270. The product is [N+:19]([C:14]1[CH:15]=[CH:16][CH:17]=[C:12]([C:8]2[CH:9]=[CH:10][CH:11]=[C:6]([C:5]3[NH:1][N:2]=[N:3][N:4]=3)[CH:7]=2)[C:13]=1[OH:18])([O-:21])=[O:20]. (3) The reactants are C[O:2][C:3](=[O:28])/[C:4](/[C:12]1[CH:17]=[CH:16][C:15]([N:18]2[C:22]([C:23]([F:26])([F:25])[F:24])=[N:21][N:20]=[N:19]2)=[C:14]([Cl:27])[CH:13]=1)=[CH:5]/[CH:6]1[CH2:11][CH2:10][CH2:9][CH2:8][CH2:7]1.[OH-].[Na+]. The catalyst is C(O)C. The product is [Cl:27][C:14]1[CH:13]=[C:12](/[C:4](=[CH:5]\[CH:6]2[CH2:11][CH2:10][CH2:9][CH2:8][CH2:7]2)/[C:3]([OH:28])=[O:2])[CH:17]=[CH:16][C:15]=1[N:18]1[C:22]([C:23]([F:26])([F:24])[F:25])=[N:21][N:20]=[N:19]1. The yield is 0.750. (4) The reactants are [F:1][C:2]1[CH:3]=[C:4]([NH:8][C:9]([C:11]2[NH:12][C:13]3[C:18]([CH:19]=2)=[CH:17][C:16]([CH:20]2[CH2:24][CH2:23][NH:22][CH2:21]2)=[CH:15][CH:14]=3)=[O:10])[CH:5]=[N:6][CH:7]=1.C(N(CC)C(C)C)(C)C.[CH3:34][O:35][CH2:36][C:37](Cl)=[O:38]. The catalyst is CN(C=O)C.C(OCC)(=O)C. The product is [F:1][C:2]1[CH:3]=[C:4]([NH:8][C:9]([C:11]2[NH:12][C:13]3[C:18]([CH:19]=2)=[CH:17][C:16]([CH:20]2[CH2:24][CH2:23][N:22]([C:37](=[O:38])[CH2:36][O:35][CH3:34])[CH2:21]2)=[CH:15][CH:14]=3)=[O:10])[CH:5]=[N:6][CH:7]=1. The yield is 0.560.